This data is from Reaction yield outcomes from USPTO patents with 853,638 reactions. The task is: Predict the reaction yield, written as a fraction of the theoretical maximum amount of product (1.0 means a 100% yield; for example, 0.34 means a 34% yield). (1) The reactants are [S:1]1[CH:5]=[CH:4][C:3]([C:6]([OH:8])=O)=[CH:2]1.S(Cl)(Cl)=O.Cl.[CH2:14]([NH2:16])[CH3:15].N1C=CC=CC=1. The catalyst is CN(C=O)C.C(Cl)Cl. The product is [CH2:14]([NH:16][C:6]([C:3]1[CH:4]=[CH:5][S:1][CH:2]=1)=[O:8])[CH3:15]. The yield is 0.760. (2) The reactants are Br[C:2]1[CH:10]=[C:9]([NH2:11])[C:8]([O:12][CH3:13])=[C:7]2[C:3]=1[C:4]1[CH:17]=[C:16]([CH3:18])[CH:15]=[N:14][C:5]=1[NH:6]2.[CH2:19]([S:21]([C:24]1[CH:25]=[C:26](B(O)O)[CH:27]=[CH:28][CH:29]=1)(=[O:23])=[O:22])[CH3:20].O1CCOCC1.C([O-])([O-])=O.[K+].[K+]. The catalyst is CCOC(C)=O.C1C=CC([P]([Pd]([P](C2C=CC=CC=2)(C2C=CC=CC=2)C2C=CC=CC=2)([P](C2C=CC=CC=2)(C2C=CC=CC=2)C2C=CC=CC=2)[P](C2C=CC=CC=2)(C2C=CC=CC=2)C2C=CC=CC=2)(C2C=CC=CC=2)C2C=CC=CC=2)=CC=1. The product is [CH2:19]([S:21]([C:24]1[CH:29]=[C:28]([C:2]2[CH:10]=[C:9]([NH2:11])[C:8]([O:12][CH3:13])=[C:7]3[C:3]=2[C:4]2[CH:17]=[C:16]([CH3:18])[CH:15]=[N:14][C:5]=2[NH:6]3)[CH:27]=[CH:26][CH:25]=1)(=[O:22])=[O:23])[CH3:20]. The yield is 0.820. (3) The reactants are [CH3:1][S:2]([C:5]1[N:10]=[CH:9][C:8]([O:11][C:12]2[CH:13]=[C:14]3[C:18](=[CH:19][CH:20]=2)[NH:17][C:16]([C:21]2[S:22][CH:23]([CH2:26][C:27](O)=[O:28])[CH2:24][N:25]=2)=[CH:15]3)=[CH:7][CH:6]=1)(=[O:4])=[O:3].O.ON1C2C=CC=CC=2N=N1.Cl.C(N=C=NCCCN(C)C)C.[NH2:53][CH2:54][C:55]([CH3:58])([OH:57])[CH3:56]. The catalyst is CN(C)C=O.C(OCC)(=O)C.O. The product is [OH:57][C:55]([CH3:58])([CH3:56])[CH2:54][NH:53][C:27](=[O:28])[CH2:26][CH:23]1[S:22][C:21]([C:16]2[NH:17][C:18]3[C:14]([CH:15]=2)=[CH:13][C:12]([O:11][C:8]2[CH:9]=[N:10][C:5]([S:2]([CH3:1])(=[O:3])=[O:4])=[CH:6][CH:7]=2)=[CH:20][CH:19]=3)=[N:25][CH2:24]1. The yield is 0.860.